Dataset: NCI-60 drug combinations with 297,098 pairs across 59 cell lines. Task: Regression. Given two drug SMILES strings and cell line genomic features, predict the synergy score measuring deviation from expected non-interaction effect. (1) Drug 1: C1=NC(=NC(=O)N1C2C(C(C(O2)CO)O)O)N. Drug 2: C1CCC(C(C1)N)N.C(=O)(C(=O)[O-])[O-].[Pt+4]. Cell line: KM12. Synergy scores: CSS=29.3, Synergy_ZIP=-2.52, Synergy_Bliss=6.98, Synergy_Loewe=2.07, Synergy_HSA=3.12. (2) Drug 1: C1=CC(=CC=C1CCCC(=O)O)N(CCCl)CCCl. Drug 2: C1CNP(=O)(OC1)N(CCCl)CCCl. Cell line: NCI/ADR-RES. Synergy scores: CSS=13.8, Synergy_ZIP=-5.55, Synergy_Bliss=1.57, Synergy_Loewe=-15.6, Synergy_HSA=-1.63. (3) Drug 1: CS(=O)(=O)C1=CC(=C(C=C1)C(=O)NC2=CC(=C(C=C2)Cl)C3=CC=CC=N3)Cl. Drug 2: C1=C(C(=O)NC(=O)N1)N(CCCl)CCCl. Cell line: PC-3. Synergy scores: CSS=17.2, Synergy_ZIP=-0.399, Synergy_Bliss=3.14, Synergy_Loewe=-0.836, Synergy_HSA=2.46. (4) Drug 2: C(CN)CNCCSP(=O)(O)O. Drug 1: CC12CCC3C(C1CCC2=O)CC(=C)C4=CC(=O)C=CC34C. Synergy scores: CSS=-1.75, Synergy_ZIP=-10.6, Synergy_Bliss=-24.0, Synergy_Loewe=-41.4, Synergy_HSA=-25.8. Cell line: HOP-92. (5) Drug 1: C1CCC(C(C1)N)N.C(=O)(C(=O)[O-])[O-].[Pt+4]. Drug 2: N.N.Cl[Pt+2]Cl. Cell line: HT29. Synergy scores: CSS=34.8, Synergy_ZIP=1.05, Synergy_Bliss=4.57, Synergy_Loewe=1.79, Synergy_HSA=7.31. (6) Drug 1: C1=CC=C(C(=C1)C(C2=CC=C(C=C2)Cl)C(Cl)Cl)Cl. Drug 2: N.N.Cl[Pt+2]Cl. Cell line: NCI-H522. Synergy scores: CSS=69.8, Synergy_ZIP=-4.33, Synergy_Bliss=-1.13, Synergy_Loewe=2.46, Synergy_HSA=4.08.